This data is from Full USPTO retrosynthesis dataset with 1.9M reactions from patents (1976-2016). The task is: Predict the reactants needed to synthesize the given product. Given the product [O:32]1[CH2:35][CH:34]([C@H:36]([NH:38][C:21]([C:20]2[C:14]3[C:15](=[N:16][CH:17]=[C:12]([C:6]4[C:5]5[C:9](=[CH:10][C:2]([F:1])=[CH:3][CH:4]=5)[N:8]([CH3:11])[N:7]=4)[N:13]=3)[N:18]([CH2:24][O:25][CH2:26][CH2:27][Si:28]([CH3:30])([CH3:29])[CH3:31])[CH:19]=2)=[O:23])[CH3:37])[CH2:33]1, predict the reactants needed to synthesize it. The reactants are: [F:1][C:2]1[CH:10]=[C:9]2[C:5]([C:6]([C:12]3[N:13]=[C:14]4[C:20]([C:21]([OH:23])=O)=[CH:19][N:18]([CH2:24][O:25][CH2:26][CH2:27][Si:28]([CH3:31])([CH3:30])[CH3:29])[C:15]4=[N:16][CH:17]=3)=[N:7][N:8]2[CH3:11])=[CH:4][CH:3]=1.[O:32]1[CH2:35][CH:34]([C@H:36]([NH2:38])[CH3:37])[CH2:33]1.C(N(CC)C(C)C)(C)C.CN(C(ON1N=NC2C=CC=NC1=2)=[N+](C)C)C.F[P-](F)(F)(F)(F)F.